Dataset: Forward reaction prediction with 1.9M reactions from USPTO patents (1976-2016). Task: Predict the product of the given reaction. (1) Given the reactants [CH3:1][O:2][C:3](=[O:9])[CH:4](Cl)[C:5](=[O:7])[CH3:6].[Cl:10][C:11]1[CH:16]=[CH:15][C:14]([SH:17])=[CH:13][CH:12]=1.C(N(CC)CC)C, predict the reaction product. The product is: [CH3:1][O:2][C:3](=[O:9])[CH:4]([S:17][C:14]1[CH:15]=[CH:16][C:11]([Cl:10])=[CH:12][CH:13]=1)[C:5](=[O:7])[CH3:6]. (2) Given the reactants Cl.[Cl:2][C:3]1[S:7][C:6]([NH2:8])=[N:5][CH:4]=1.Cl[S:10]([C:13]1[CH:22]=[CH:21][C:16]([C:17]([O:19][CH3:20])=[O:18])=[C:15]([C:23]#[N:24])[CH:14]=1)(=[O:12])=[O:11].Cl, predict the reaction product. The product is: [Cl:2][C:3]1[S:7][C:6]([NH:8][S:10]([C:13]2[CH:22]=[CH:21][C:16]([C:17]([O:19][CH3:20])=[O:18])=[C:15]([C:23]#[N:24])[CH:14]=2)(=[O:12])=[O:11])=[N:5][CH:4]=1.